From a dataset of Full USPTO retrosynthesis dataset with 1.9M reactions from patents (1976-2016). Predict the reactants needed to synthesize the given product. (1) Given the product [Cl:21][C:15]1[N:14]([CH3:18])[C:13]2[C:8]([N:3]3[C:2]([CH3:1])=[CH:6][CH:5]=[C:4]3[CH3:7])=[CH:9][CH:10]=[CH:11][C:12]=2[N:16]=1, predict the reactants needed to synthesize it. The reactants are: [CH3:1][C:2]1[N:3]([C:8]2[C:13]3[N:14]([CH3:18])[C:15](=O)[NH:16][C:12]=3[CH:11]=[CH:10][CH:9]=2)[C:4]([CH3:7])=[CH:5][CH:6]=1.P(Cl)(Cl)([Cl:21])=O. (2) Given the product [CH3:1][O:2][C:3]1[C:8]([O:9][CH3:10])=[CH:7][CH:6]=[CH:5][C:4]=1[CH2:11][CH2:12][CH2:13][C:14]([OH:16])=[O:15], predict the reactants needed to synthesize it. The reactants are: [CH3:1][O:2][C:3]1[C:8]([O:9][CH3:10])=[CH:7][CH:6]=[CH:5][C:4]=1[CH2:11][CH:12]=[CH:13][C:14]([O:16]CC)=[O:15].[OH-].[Na+]. (3) The reactants are: [Cl:1][C:2]1[CH:7]=[CH:6][C:5](I)=[CH:4][CH:3]=1.[CH2:9]([O:11][C:12](=[O:39])[CH2:13][O:14][C:15]1[CH:20]=[CH:19][C:18]([CH2:21][N:22]([C:33]2[CH:38]=[CH:37][CH:36]=[CH:35][CH:34]=2)[C:23](=[O:32])[C:24]#[C:25][C:26]2[CH:31]=[CH:30][CH:29]=[CH:28][CH:27]=2)=[CH:17][CH:16]=1)[CH3:10]. Given the product [CH2:9]([O:11][C:12](=[O:39])[CH2:13][O:14][C:15]1[CH:20]=[CH:19][C:18]([CH2:21][N:22]2[C:33]3[C:34](=[CH:35][CH:36]=[CH:37][CH:38]=3)/[C:24](=[C:25](\[C:5]3[CH:6]=[CH:7][C:2]([Cl:1])=[CH:3][CH:4]=3)/[C:26]3[CH:27]=[CH:28][CH:29]=[CH:30][CH:31]=3)/[C:23]2=[O:32])=[CH:17][CH:16]=1)[CH3:10], predict the reactants needed to synthesize it. (4) The reactants are: [CH2:1]([O:8][C:9]1[CH:14]=[C:13](F)[CH:12]=[CH:11][C:10]=1[N+:16]([O-:18])=[O:17])[C:2]1[CH:7]=[CH:6][CH:5]=[CH:4][CH:3]=1.CC1[CH:25]=[CH:24][C:23]([SH:26])=[CH:22][CH:21]=1.[C:27](=[O:30])([O-])[O-].[K+].[K+].[CH3:33]N(C)C=O. Given the product [CH2:1]([O:8][C:9]1[CH:14]=[C:13]([O:30][C:27]2[CH:25]=[CH:24][C:23]([S:26][CH3:33])=[CH:22][CH:21]=2)[CH:12]=[CH:11][C:10]=1[N+:16]([O-:18])=[O:17])[C:2]1[CH:7]=[CH:6][CH:5]=[CH:4][CH:3]=1, predict the reactants needed to synthesize it. (5) Given the product [F:27][C:26]1[CH:25]=[CH:24][C:11]([CH2:12][C:13]2[C:22]3[C:17](=[CH:18][CH:19]=[CH:20][CH:21]=3)[C:16](=[O:23])[NH:15][N:14]=2)=[CH:10][C:9]=1[C:7]([N:4]1[CH2:5][CH2:6][C@@H:2]([NH:1][CH2:28][C:29]2[CH:34]=[CH:33][N:32]=[CH:31][CH:30]=2)[CH2:3]1)=[O:8], predict the reactants needed to synthesize it. The reactants are: [NH2:1][C@@H:2]1[CH2:6][CH2:5][N:4]([C:7]([C:9]2[CH:10]=[C:11]([CH:24]=[CH:25][C:26]=2[F:27])[CH2:12][C:13]2[C:22]3[C:17](=[CH:18][CH:19]=[CH:20][CH:21]=3)[C:16](=[O:23])[NH:15][N:14]=2)=[O:8])[CH2:3]1.[CH:28](=O)[C:29]1[CH:34]=[CH:33][N:32]=[CH:31][CH:30]=1.C(O[BH-](OC(=O)C)OC(=O)C)(=O)C.[Na+]. (6) Given the product [F:18][C:19]([F:30])([F:29])[C:20]([NH:10][C:9]1[CH:8]=[CH:7][C:6]([C:2]2([CH3:1])[CH2:5][CH2:4][CH2:3]2)=[CH:12][C:11]=1[N+:13]([O-:16])=[O:14])=[O:21], predict the reactants needed to synthesize it. The reactants are: [CH3:1][C:2]1([C:6]2[CH:12]=[CH:11][C:9]([NH2:10])=[CH:8][CH:7]=2)[CH2:5][CH2:4][CH2:3]1.[N+:13]([O-:16])([O-])=[O:14].[NH4+].[F:18][C:19]([F:30])([F:29])[C:20](O[C:20](=[O:21])[C:19]([F:30])([F:29])[F:18])=[O:21].C(Cl)(Cl)Cl. (7) The reactants are: C[O:2][C:3](=[O:32])[CH2:4][C:5]1[N:9]2[CH:10]=[C:11]([C:18]3[CH:22]=[CH:21][O:20][CH:19]=3)[CH:12]=[C:13]([C:14]([F:17])([F:16])[F:15])[C:8]2=[N:7][C:6]=1[C:23](=[O:31])[NH:24][CH2:25][C:26]1[S:27][CH:28]=[CH:29][CH:30]=1.O.[OH-].[Li+].Cl. Given the product [O:20]1[CH:21]=[CH:22][C:18]([C:11]2[CH:12]=[C:13]([C:14]([F:16])([F:17])[F:15])[C:8]3[N:9]([C:5]([CH2:4][C:3]([OH:32])=[O:2])=[C:6]([C:23](=[O:31])[NH:24][CH2:25][C:26]4[S:27][CH:28]=[CH:29][CH:30]=4)[N:7]=3)[CH:10]=2)=[CH:19]1, predict the reactants needed to synthesize it. (8) The reactants are: [CH2:1]([C:3]1[N:4]([CH:24]2[CH2:27][N:26]([C:28]([O:30][C:31]([CH3:34])([CH3:33])[CH3:32])=[O:29])[CH2:25]2)[N:5]=[C:6]2[C:11](=[O:12])[NH:10][C:9]([C:13]3[C:14]([O:20][CH2:21][CH2:22][CH3:23])=[N:15][CH:16]=[C:17](I)[CH:18]=3)=[N:8][C:7]=12)[CH3:2].[CH3:35][Si:36]([C:39]#[CH:40])([CH3:38])[CH3:37].C(#N)C. Given the product [CH2:1]([C:3]1[N:4]([CH:24]2[CH2:27][N:26]([C:28]([O:30][C:31]([CH3:34])([CH3:33])[CH3:32])=[O:29])[CH2:25]2)[N:5]=[C:6]2[C:11](=[O:12])[NH:10][C:9]([C:13]3[C:14]([O:20][CH2:21][CH2:22][CH3:23])=[N:15][CH:16]=[C:17]([C:40]#[C:39][Si:36]([CH3:38])([CH3:37])[CH3:35])[CH:18]=3)=[N:8][C:7]=12)[CH3:2], predict the reactants needed to synthesize it. (9) Given the product [OH:13][CH2:12][CH2:11][NH:10][C:6]1[C:7]([C:8]#[N:9])=[C:2]([N:31]2[CH2:32][CH2:33][CH:28]([C:22]3[CH:27]=[CH:26][CH:25]=[CH:24][CH:23]=3)[CH2:29][CH2:30]2)[N:3]=[C:4]([NH:14][CH2:15][C:16]2[CH:17]=[N:18][CH:19]=[CH:20][CH:21]=2)[N:5]=1, predict the reactants needed to synthesize it. The reactants are: Cl[C:2]1[C:7]([C:8]#[N:9])=[C:6]([NH:10][CH2:11][CH2:12][OH:13])[N:5]=[C:4]([NH:14][CH2:15][C:16]2[CH:17]=[N:18][CH:19]=[CH:20][CH:21]=2)[N:3]=1.[C:22]1([CH:28]2[CH2:33][CH2:32][NH:31][CH2:30][CH2:29]2)[CH:27]=[CH:26][CH:25]=[CH:24][CH:23]=1.C(N(C(C)C)C(C)C)C. (10) Given the product [N:27]1[O:26][N:25]=[C:24]2[CH:28]=[C:20]([C:17]3[CH:16]=[CH:15][C:14]([NH:10][CH2:11][CH2:12][F:13])=[CH:19][CH:18]=3)[CH:21]=[CH:22][C:23]=12, predict the reactants needed to synthesize it. The reactants are: C(OC(=O)[N:10]([C:14]1[CH:19]=[CH:18][C:17]([C:20]2[CH:21]=[CH:22][C:23]3[C:24]([CH:28]=2)=[N:25][O:26][N:27]=3)=[CH:16][CH:15]=1)[CH2:11][CH2:12][F:13])C1C=CC=CC=1.